From a dataset of Forward reaction prediction with 1.9M reactions from USPTO patents (1976-2016). Predict the product of the given reaction. (1) The product is: [CH3:18][N:19]([CH3:20])[C:2]1[CH:3]=[CH:4][C:5]2[N:6]([C:8]([S:14]([NH2:17])(=[O:16])=[O:15])=[C:9]([CH2:11][CH2:12][CH3:13])[N:10]=2)[N:7]=1. Given the reactants Cl[C:2]1[CH:3]=[CH:4][C:5]2[N:6]([C:8]([S:14]([NH2:17])(=[O:16])=[O:15])=[C:9]([CH2:11][CH2:12][CH3:13])[N:10]=2)[N:7]=1.[CH3:18][NH:19][CH3:20].C(O)(C)(C)C.Cl, predict the reaction product. (2) The product is: [ClH:28].[ClH:28].[NH2:16][CH2:15][C:14]([C:4]1[CH:5]=[CH:6][C:7]([N:8]2[CH2:9][CH2:10][O:11][CH2:12][CH2:13]2)=[C:2]([F:1])[CH:3]=1)=[O:27]. Given the reactants [F:1][C:2]1[CH:3]=[C:4]([C:14](=[O:27])[CH2:15][N:16]2C(=O)C3C(=CC=CC=3)C2=O)[CH:5]=[CH:6][C:7]=1[N:8]1[CH2:13][CH2:12][O:11][CH2:10][CH2:9]1.[ClH:28], predict the reaction product. (3) Given the reactants F[C:2]1[CH:7]=[CH:6][CH:5]=[C:4]([F:8])[C:3]=1[N+:9]([O-:11])=[O:10].C(N(C(C)C)CC)(C)C.Cl.[CH3:22][O:23][CH2:24][CH2:25][CH2:26][CH2:27][NH2:28], predict the reaction product. The product is: [F:8][C:4]1[C:3]([N+:9]([O-:11])=[O:10])=[C:2]([CH:7]=[CH:6][CH:5]=1)[NH:28][CH2:27][CH2:26][CH2:25][CH2:24][O:23][CH3:22].